Dataset: Full USPTO retrosynthesis dataset with 1.9M reactions from patents (1976-2016). Task: Predict the reactants needed to synthesize the given product. (1) Given the product [F:40][C:41]1[C:46]([F:47])=[CH:45][CH:44]=[CH:43][C:42]=1[CH2:48][S:49][C:50]1[N:55]=[C:54]([NH:56][S:57]([N:60]2[CH2:61][CH2:62][N:63]([C:10](=[O:12])[CH2:9][NH:8][C:6](=[O:7])[O:5][C:1]([CH3:2])([CH3:3])[CH3:4])[CH2:64][CH2:65]2)(=[O:58])=[O:59])[CH:53]=[C:52]([O:66][CH3:67])[N:51]=1, predict the reactants needed to synthesize it. The reactants are: [C:1]([O:5][C:6]([NH:8][CH2:9][C:10]([OH:12])=O)=[O:7])([CH3:4])([CH3:3])[CH3:2].C1(N=C=NC2CCCCC2)CCCCC1.O.ON1C2C=CC=CC=2N=N1.Cl.[F:40][C:41]1[C:46]([F:47])=[CH:45][CH:44]=[CH:43][C:42]=1[CH2:48][S:49][C:50]1[N:55]=[C:54]([NH:56][S:57]([N:60]2[CH2:65][CH2:64][NH:63][CH2:62][CH2:61]2)(=[O:59])=[O:58])[CH:53]=[C:52]([O:66][CH3:67])[N:51]=1.CN1CCOCC1. (2) Given the product [F:13][C:11]1[CH:10]=[C:4]([CH:3]=[C:2]([F:1])[CH:12]=1)[C@H:5]([OH:9])[C:6]([NH:15][C@H:16]([C:20]([NH:22][N:23]1[C:29](=[O:30])[CH:28]([CH3:31])[C:27]2[CH:32]=[CH:33][C:34]([F:36])=[CH:35][C:26]=2[C:25]2[CH:37]=[CH:38][CH:39]=[CH:40][C:24]1=2)=[O:21])[CH:17]([CH3:19])[CH3:18])=[O:8], predict the reactants needed to synthesize it. The reactants are: [F:1][C:2]1[CH:3]=[C:4]([CH:10]=[C:11]([F:13])[CH:12]=1)[C@H:5]([OH:9])[C:6]([OH:8])=O.Cl.[NH2:15][C@H:16]([C:20]([NH:22][N:23]1[C:29](=[O:30])[CH:28]([CH3:31])[C:27]2[CH:32]=[CH:33][C:34]([F:36])=[CH:35][C:26]=2[C:25]2[CH:37]=[CH:38][CH:39]=[CH:40][C:24]1=2)=[O:21])[CH:17]([CH3:19])[CH3:18].